The task is: Predict the reactants needed to synthesize the given product.. This data is from Full USPTO retrosynthesis dataset with 1.9M reactions from patents (1976-2016). Given the product [N:42]([C:2]1[CH:3]=[CH:4][C:5]([F:28])=[C:6]([C:8]2([CH3:27])[CH2:13][C:12]3([CH2:18][CH2:17][O:16][CH2:15][CH2:14]3)[O:11][C:10]([NH:19][C:20](=[O:26])[O:21][C:22]([CH3:25])([CH3:24])[CH3:23])=[N:9]2)[CH:7]=1)=[N+:43]=[N-:44], predict the reactants needed to synthesize it. The reactants are: Br[C:2]1[CH:3]=[CH:4][C:5]([F:28])=[C:6]([C:8]2([CH3:27])[CH2:13][C:12]3([CH2:18][CH2:17][O:16][CH2:15][CH2:14]3)[O:11][C:10]([NH:19][C:20](=[O:26])[O:21][C:22]([CH3:25])([CH3:24])[CH3:23])=[N:9]2)[CH:7]=1.O=C1O[C@H]([C@H](CO)O)C([O-])=C1O.[Na+].[N-:42]=[N+:43]=[N-:44].[Na+].CNC1CCCCC1NC.